From a dataset of Orexin1 receptor HTS with 218,158 compounds and 233 confirmed actives. Binary Classification. Given a drug SMILES string, predict its activity (active/inactive) in a high-throughput screening assay against a specified biological target. (1) The drug is S(=O)(=O)(N1CCOCC1)c1cc(NC(=O)Cc2c(OC)cccc2)ccc1. The result is 0 (inactive). (2) The drug is Clc1cc(CC2(CCCN(C2)Cc2n[nH]c(c2)C)CO)ccc1. The result is 0 (inactive). (3) The drug is S(=O)(=O)(/C(=C\c1c(N2CCC(CC2)C(=O)N)nc2n(c1=O)cccc2)C#N)c1ccc(cc1)C. The result is 0 (inactive). (4) The drug is S(c1c(OC)cc(C2N3C(C4C2C(=O)N(C4=O)CC)(CCCC3)C(OC)=O)cc1)CC. The result is 1 (active). (5) The molecule is O1c2cc(c3cc4c(NCc5cc(ccc5)C)ncnc4cc3)ccc2OCC1. The result is 0 (inactive). (6) The drug is O(c1c(NC(=O)c2nnn(CC(=O)Nc3cc(cc(c3)C)C)c2N)cccc1)CC. The result is 0 (inactive). (7) The drug is O1C2(C(C(CC2)(C1=O)C)(C)C)C(=O)Nc1cc(cc(c1)C(OC)=O)C(OC)=O. The result is 0 (inactive). (8) The drug is O1C(CCC1)CNC(=O)C(/NC(=O)c1ccc(cc1)C)=C\c1ccc(N(C)C)cc1. The result is 0 (inactive). (9) The molecule is s1c(c(c2c1nc(SC)nc2N)C)C. The result is 0 (inactive).